From a dataset of Forward reaction prediction with 1.9M reactions from USPTO patents (1976-2016). Predict the product of the given reaction. Given the reactants FC(F)(F)C1C=C(NC(=O)NC2C=CC(C3SC(CCC(O)=O)=NC=3)=CC=2)C=CC=1.[F:31][C:32]1[CH:37]=[C:36]([F:38])[CH:35]=[CH:34][C:33]=1[NH:39][C:40](=[O:60])[NH:41][C:42]1[CH:47]=[CH:46][C:45]([C:48]2[O:52][C:51]([CH2:53][CH2:54][CH2:55][C:56]([O:58]C)=[O:57])=[N:50][N:49]=2)=[CH:44][CH:43]=1, predict the reaction product. The product is: [F:31][C:32]1[CH:37]=[C:36]([F:38])[CH:35]=[CH:34][C:33]=1[NH:39][C:40](=[O:60])[NH:41][C:42]1[CH:43]=[CH:44][C:45]([C:48]2[O:52][C:51]([CH2:53][CH2:54][CH2:55][C:56]([OH:58])=[O:57])=[N:50][N:49]=2)=[CH:46][CH:47]=1.